This data is from Full USPTO retrosynthesis dataset with 1.9M reactions from patents (1976-2016). The task is: Predict the reactants needed to synthesize the given product. Given the product [C:1]([C:5]1[CH:6]=[C:7]([NH:11][C:12](=[O:13])[NH:14][C:15]2[CH:20]=[C:19]([CH:18]=[C:17]([F:28])[CH:16]=2)[O:21][CH:22]2[CH2:23][CH2:24][N:25]([C:36]([NH2:37])=[O:35])[CH2:26][CH2:27]2)[N:8]([CH3:10])[N:9]=1)([CH3:4])([CH3:2])[CH3:3], predict the reactants needed to synthesize it. The reactants are: [C:1]([C:5]1[CH:6]=[C:7]([NH:11][C:12]([NH:14][C:15]2[CH:20]=[C:19]([O:21][CH:22]3[CH2:27][CH2:26][NH:25][CH2:24][CH2:23]3)[CH:18]=[C:17]([F:28])[CH:16]=2)=[O:13])[N:8]([CH3:10])[N:9]=1)([CH3:4])([CH3:3])[CH3:2].C1([O:35][C:36](=O)[NH2:37])C=CC=CC=1.C(N(CC)C(C)C)(C)C.C(=O)(O)[O-].[Na+].